From a dataset of Peptide-MHC class II binding affinity with 134,281 pairs from IEDB. Regression. Given a peptide amino acid sequence and an MHC pseudo amino acid sequence, predict their binding affinity value. This is MHC class II binding data. The peptide sequence is SQDLELSWNLIGLQAY. The MHC is DRB1_1302 with pseudo-sequence DRB1_1302. The binding affinity (normalized) is 0.553.